Task: Predict the product of the given reaction.. Dataset: Forward reaction prediction with 1.9M reactions from USPTO patents (1976-2016) Given the reactants [Li+].[OH-].[C:3]([NH:6][C:7]1[CH:23]=[CH:22][C:10]([O:11][C:12]2[CH:21]=[CH:20][C:15]([C:16]([O:18]C)=[O:17])=[CH:14][CH:13]=2)=[CH:9][CH:8]=1)(=[O:5])[CH3:4].Cl, predict the reaction product. The product is: [C:3]([NH:6][C:7]1[CH:23]=[CH:22][C:10]([O:11][C:12]2[CH:21]=[CH:20][C:15]([C:16]([OH:18])=[O:17])=[CH:14][CH:13]=2)=[CH:9][CH:8]=1)(=[O:5])[CH3:4].